Dataset: Catalyst prediction with 721,799 reactions and 888 catalyst types from USPTO. Task: Predict which catalyst facilitates the given reaction. (1) Reactant: C([O:3][C:4]([C:6]1[S:7][CH:8]=[C:9]([C:11]([F:14])([F:13])[F:12])[N:10]=1)=O)C.CC(C[AlH]CC(C)C)C. The catalyst class is: 1. Product: [F:14][C:11]([F:12])([F:13])[C:9]1[N:10]=[C:6]([CH2:4][OH:3])[S:7][CH:8]=1. (2) Reactant: Br[C:2]1[CH:3]=[C:4]([CH:12]=[CH:13][CH:14]=1)[C:5]([O:7][C:8]([CH3:11])([CH3:10])[CH3:9])=[O:6].[CH3:15][S:16]([O-:18])=[O:17].[Na+].N1CCC[C@H]1C(O)=O.[OH-].[Na+]. Product: [CH3:15][S:16]([C:2]1[CH:3]=[C:4]([CH:12]=[CH:13][CH:14]=1)[C:5]([O:7][C:8]([CH3:11])([CH3:10])[CH3:9])=[O:6])(=[O:18])=[O:17]. The catalyst class is: 205.